This data is from Catalyst prediction with 721,799 reactions and 888 catalyst types from USPTO. The task is: Predict which catalyst facilitates the given reaction. (1) Reactant: [F:1][C:2]1[CH:7]=[CH:6][C:5]([OH:8])=[CH:4][CH:3]=1.F[C:10]1[CH:15]=[CH:14][C:13]([C:16](=[O:18])[CH3:17])=[CH:12][CH:11]=1.C1OCCOCCOCCOCCOCCOC1.C([O-])([O-])=O.[K+].[K+]. The catalyst class is: 23. Product: [F:1][C:2]1[CH:7]=[CH:6][C:5]([O:8][C:10]2[CH:15]=[CH:14][C:13]([C:16](=[O:18])[CH3:17])=[CH:12][CH:11]=2)=[CH:4][CH:3]=1. (2) Reactant: [Br:1][C:2]1[CH:7]=[CH:6][N:5]=[C:4](Cl)[CH:3]=1.[CH3:9][N:10]1[CH2:15][CH2:14][NH:13][CH2:12][CH2:11]1.CCN(CC)CC. Product: [Br:1][C:2]1[CH:7]=[CH:6][N:5]=[C:4]([N:13]2[CH2:14][CH2:15][N:10]([CH3:9])[CH2:11][CH2:12]2)[CH:3]=1. The catalyst class is: 14. (3) Reactant: [CH:1]([C:3]1[CH:8]=[CH:7][C:6]([C:9]2[CH:14]=[CH:13][C:12]([C:15]([O:17][CH3:18])=[O:16])=[CH:11][C:10]=2[CH3:19])=[CH:5][C:4]=1[N+:20]([O-])=O)=[CH2:2]. Product: [NH2:20][C:4]1[CH:5]=[C:6]([C:9]2[CH:14]=[CH:13][C:12]([C:15]([O:17][CH3:18])=[O:16])=[CH:11][C:10]=2[CH3:19])[CH:7]=[CH:8][C:3]=1[CH2:1][CH3:2]. The catalyst class is: 43.